Dataset: Catalyst prediction with 721,799 reactions and 888 catalyst types from USPTO. Task: Predict which catalyst facilitates the given reaction. Reactant: [CH2:1]([O:8][C:9]([NH:11][CH2:12][CH2:13][CH2:14][C@H:15]([NH:20][C:21]([O:23][C:24]([CH3:27])([CH3:26])[CH3:25])=[O:22])[CH2:16][C:17]([OH:19])=O)=[O:10])[C:2]1[CH:7]=[CH:6][CH:5]=[CH:4][CH:3]=1.[C:28]([O:32][C:33](=[O:49])[NH:34][CH2:35][CH2:36][CH2:37][C@H:38]([NH:41][C:42]([O:44][C:45]([CH3:48])([CH3:47])[CH3:46])=[O:43])[CH2:39][NH2:40])([CH3:31])([CH3:30])[CH3:29].C(Cl)CCl.C1C=CC2N(O)N=NC=2C=1. Product: [CH2:1]([O:8][C:9](=[O:10])[NH:11][CH2:12][CH2:13][CH2:14][C@H:15]([NH:20][C:21]([O:23][C:24]([CH3:27])([CH3:26])[CH3:25])=[O:22])[CH2:16][C:17]([NH:40][CH2:39][C@@H:38]([NH:41][C:42]([O:44][C:45]([CH3:48])([CH3:47])[CH3:46])=[O:43])[CH2:37][CH2:36][CH2:35][NH:34][C:33]([O:32][C:28]([CH3:30])([CH3:31])[CH3:29])=[O:49])=[O:19])[C:2]1[CH:3]=[CH:4][CH:5]=[CH:6][CH:7]=1. The catalyst class is: 9.